Dataset: P-glycoprotein inhibition data for predicting drug efflux from Broccatelli et al.. Task: Regression/Classification. Given a drug SMILES string, predict its absorption, distribution, metabolism, or excretion properties. Task type varies by dataset: regression for continuous measurements (e.g., permeability, clearance, half-life) or binary classification for categorical outcomes (e.g., BBB penetration, CYP inhibition). Dataset: pgp_broccatelli. (1) The molecule is COc1ccccc1OC[C@H](O)COC(N)=O. The result is 0 (non-inhibitor). (2) The drug is COc1cccc(CCc2ccccc2OCCCCN2CCN(c3ncccn3)CC2)c1. The result is 1 (inhibitor). (3) The molecule is CCCCC1(COC(=O)CCC(=O)O)C(=O)N(c2ccccc2)N(c2ccccc2)C1=O. The result is 0 (non-inhibitor). (4) The compound is CC/C(=C(/c1ccccc1)c1ccc(OCCN(C)C)cc1)c1ccccc1. The result is 1 (inhibitor). (5) The molecule is CC(C)(C)OC(=O)N1[C@H]2C3[C@H](c4ccccc4)C4(CO)[C@@H]1C1[C@H](c5ccccc5)C2(CO)[C@@H]3N(C(=O)OC(C)(C)C)[C@H]14. The result is 1 (inhibitor). (6) The drug is COc1c(O)cc2c(c1O)[C@@H]1O[C@@H](CO)[C@@H](O)[C@@H](O)[C@H]1OC2=O. The result is 0 (non-inhibitor). (7) The compound is C=C1C[C@@]23C[C@@H]4[C@@H]5[C@]6(C)C[C@H](OC(=O)c7ccccc7)[C@@H](OC(C)=O)[C@]57[C@H]([C@@H]2[C@@H](O)[C@@H]1[C@H](OC(C)=O)[C@H]37)N4C6. The result is 0 (non-inhibitor). (8) The compound is CCCNC[C@@H](O)COc1ccccc1C(=O)CCc1ccccc1. The result is 1 (inhibitor). (9) The drug is CNCCCC12CCC(c3ccccc31)c1ccccc12. The result is 1 (inhibitor).